This data is from Forward reaction prediction with 1.9M reactions from USPTO patents (1976-2016). The task is: Predict the product of the given reaction. (1) Given the reactants [Al](Cl)([CH2:4][CH3:5])CC.[CH2:7]([C@@H:14]1[CH2:18][O:17][C:16](=[O:19])[N:15]1[C:20](=[O:32])/[CH:21]=[CH:22]/[CH2:23][O:24][CH2:25][C:26]1[CH:31]=[CH:30][CH:29]=[CH:28][CH:27]=1)[C:8]1[CH:13]=[CH:12][CH:11]=[CH:10][CH:9]=1.C=CC=C.Cl.[C:38](OCC)(=[O:40])[CH3:39], predict the reaction product. The product is: [CH2:7]([C@@H:14]1[CH2:18][O:17][C:16](=[O:19])[N:15]1[C:20]([C@@H:21]1[CH2:5][CH2:4][C:38](=[O:40])[CH2:39][C@H:22]1[CH2:23][O:24][CH2:25][C:26]1[CH:31]=[CH:30][CH:29]=[CH:28][CH:27]=1)=[O:32])[C:8]1[CH:9]=[CH:10][CH:11]=[CH:12][CH:13]=1. (2) Given the reactants C1(P(C2C=CC=CC=2)C2C=CC=CC=2)C=CC=CC=1.[CH2:20]([O:22][C:23](=O)[CH2:24][N:25]([CH2:33][CH2:34][N:35]=[N+]=[N-])[CH2:26][C:27]1[CH:32]=[CH:31][CH:30]=[CH:29][CH:28]=1)[CH3:21].C(N1CCN(CC)C(=O)C1)C1C=CC=CC=1, predict the reaction product. The product is: [CH2:26]([N:25]1[CH2:24][C:23]([O:22][CH2:20][CH3:21])=[N:35][CH2:34][CH2:33]1)[C:27]1[CH:32]=[CH:31][CH:30]=[CH:29][CH:28]=1. (3) The product is: [Cl:1][CH2:4][Cl:2].[CH3:12][OH:26].[NH3:3].[C:34]([NH:24][C:23]([NH:22][CH2:21][CH2:20][S:19][C:15]1[CH:16]=[CH:17][CH:18]=[C:13]([CH:12]([C:4]2[NH:5][C:6]3[CH:11]=[CH:10][CH:9]=[CH:8][C:7]=3[N:3]=2)[O:26][CH:27]2[CH2:28][CH2:29][N:30]([CH3:33])[CH2:31][CH2:32]2)[CH:14]=1)=[NH:25])(=[O:36])[CH3:35]. Given the reactants [ClH:1].[ClH:2].[NH:3]1[C:7]2[CH:8]=[CH:9][CH:10]=[CH:11][C:6]=2[N:5]=[C:4]1[CH:12]([O:26][CH:27]1[CH2:32][CH2:31][N:30]([CH3:33])[CH2:29][CH2:28]1)[C:13]1[CH:14]=[C:15]([S:19][CH2:20][CH2:21][NH:22][C:23]([NH2:25])=[NH:24])[CH:16]=[CH:17][CH:18]=1.[C:34](OC(=O)C)(=[O:36])[CH3:35], predict the reaction product. (4) Given the reactants [CH3:1][C:2]([Si:5]([CH3:39])([CH3:38])[O:6][C@H:7]1[C@H:16]([NH:17][C:18](=[O:24])[O:19][C:20]([CH3:23])([CH3:22])[CH3:21])[CH2:15][C:14]2[N:13]=[CH:12][C:11]([N:25]3[C:30](=[O:31])[CH2:29][NH:28][C:27]4[CH:32]=[CH:33][C:34]([O:36][CH3:37])=[N:35][C:26]3=4)=[CH:10][C:9]=2[CH2:8]1)([CH3:4])[CH3:3], predict the reaction product. The product is: [CH3:4][C:2]([Si:5]([CH3:38])([CH3:39])[O:6][C@H:7]1[C@H:16]([NH:17][C:18](=[O:24])[O:19][C:20]([CH3:21])([CH3:22])[CH3:23])[CH2:15][C:14]2[N:13]=[CH:12][C:11]([N:25]3[C:30](=[O:31])[CH:29]=[N:28][C:27]4[CH:32]=[CH:33][C:34]([O:36][CH3:37])=[N:35][C:26]3=4)=[CH:10][C:9]=2[CH2:8]1)([CH3:1])[CH3:3].